This data is from Peptide-MHC class I binding affinity with 185,985 pairs from IEDB/IMGT. The task is: Regression. Given a peptide amino acid sequence and an MHC pseudo amino acid sequence, predict their binding affinity value. This is MHC class I binding data. (1) The peptide sequence is REPAGLGSM. The MHC is HLA-B45:01 with pseudo-sequence HLA-B45:01. The binding affinity (normalized) is 0. (2) The peptide sequence is RVVRPWGSY. The MHC is HLA-A26:01 with pseudo-sequence HLA-A26:01. The binding affinity (normalized) is 0.0847.